Task: Predict the reaction yield, written as a fraction of the theoretical maximum amount of product (1.0 means a 100% yield; for example, 0.34 means a 34% yield).. Dataset: Reaction yield outcomes from USPTO patents with 853,638 reactions The reactants are [CH:1]1([C:7](=[O:16])[CH2:8][C:9]2[CH:14]=[CH:13][C:12]([F:15])=[CH:11][CH:10]=2)[CH2:6][CH2:5][CH2:4][CH2:3][CH2:2]1.OS(O)(=O)=O.[N+:22]([O-])([OH:24])=[O:23]. No catalyst specified. The product is [CH:1]1([C:7](=[O:16])[CH2:8][C:9]2[CH:10]=[CH:11][C:12]([F:15])=[C:13]([N+:22]([O-:24])=[O:23])[CH:14]=2)[CH2:6][CH2:5][CH2:4][CH2:3][CH2:2]1. The yield is 0.230.